Dataset: Reaction yield outcomes from USPTO patents with 853,638 reactions. Task: Predict the reaction yield, written as a fraction of the theoretical maximum amount of product (1.0 means a 100% yield; for example, 0.34 means a 34% yield). (1) The reactants are [CH3:1][O:2][C:3]1[NH:7][N:6]=[C:5]([NH2:8])[CH:4]=1.Br[C:10]1[C:11](=[O:18])[N:12]([CH3:17])[CH:13]=[C:14]([Br:16])[CH:15]=1.C(=O)([O-])[O-].[Cs+].[Cs+].CC1(C)C2C(=C(P(C3C=CC=CC=3)C3C=CC=CC=3)C=CC=2)OC2C(P(C3C=CC=CC=3)C3C=CC=CC=3)=CC=CC1=2. The catalyst is O1CCOCC1.[Pd].[Pd].C(=CC(C=CC1C=CC=CC=1)=O)C1C=CC=CC=1.C(=CC(C=CC1C=CC=CC=1)=O)C1C=CC=CC=1.C(=CC(C=CC1C=CC=CC=1)=O)C1C=CC=CC=1.CCOC(C)=O.O. The product is [Br:16][C:14]1[CH:15]=[C:10]([NH:8][C:5]2[CH:4]=[C:3]([O:2][CH3:1])[NH:7][N:6]=2)[C:11](=[O:18])[N:12]([CH3:17])[CH:13]=1. The yield is 0.120. (2) The reactants are Cl[C:2]1[N:10]=[C:9]([Cl:11])[CH:8]=[CH:7][C:3]=1[C:4]([NH2:6])=[O:5].ClC1C=[CH:20][C:16]([C:17](N)=O)=[C:15](OC(C)C)N=1.C([N:28](CC)CC)C. The catalyst is C(#N)C. The product is [C:16]([NH:28][C:2]1[N:10]=[C:9]([Cl:11])[CH:8]=[CH:7][C:3]=1[C:4]([NH2:6])=[O:5])([CH3:20])([CH3:17])[CH3:15]. The yield is 0.180. (3) The reactants are ClC(Cl)(Cl)C(Cl)(Cl)Cl.[F:9][C:10]1[CH:11]=[CH:12][C:13]([NH:16][NH:17][C:18]([N:20]([CH2:24][CH:25]=[CH2:26])[CH2:21][CH:22]=[CH2:23])=O)=[N:14][CH:15]=1.C(N(CC)CC)C.C1(P(C2C=CC=CC=2)C2C=CC=CC=2)C=CC=CC=1. The catalyst is C1COCC1.CO. The product is [CH2:21]([N:20]([CH2:24][CH:25]=[CH2:26])[C:18]1[N:14]2[CH:15]=[C:10]([F:9])[CH:11]=[CH:12][C:13]2=[N:16][N:17]=1)[CH:22]=[CH2:23]. The yield is 0.620. (4) The reactants are C([O:4][CH2:5][C:6]1[C:7]([N:32]2[N:41]=[CH:40][C:39]3[C:34](=[C:35]([F:46])[CH:36]=[C:37]([C:42]([CH3:45])([CH3:44])[CH3:43])[CH:38]=3)[C:33]2=[O:47])=[N:8][CH:9]=[CH:10][C:11]=1[C:12]1[CH:17]=[C:16]([NH:18][C:19]2[CH:29]=[C:22]3[CH2:23][O:24][C:25]([CH3:28])([CH3:27])[CH2:26][N:21]3[N:20]=2)[C:15](=[O:30])[N:14]([CH3:31])[CH:13]=1)(=O)C.[OH-].[Li+]. The catalyst is C(O)(C)C.C1COCC1.O. The product is [C:42]([C:37]1[CH:38]=[C:39]2[C:34](=[C:35]([F:46])[CH:36]=1)[C:33](=[O:47])[N:32]([C:7]1[C:6]([CH2:5][OH:4])=[C:11]([C:12]3[CH:17]=[C:16]([NH:18][C:19]4[CH:29]=[C:22]5[CH2:23][O:24][C:25]([CH3:28])([CH3:27])[CH2:26][N:21]5[N:20]=4)[C:15](=[O:30])[N:14]([CH3:31])[CH:13]=3)[CH:10]=[CH:9][N:8]=1)[N:41]=[CH:40]2)([CH3:45])([CH3:43])[CH3:44]. The yield is 0.400.